This data is from Catalyst prediction with 721,799 reactions and 888 catalyst types from USPTO. The task is: Predict which catalyst facilitates the given reaction. (1) Reactant: [Cl-].[OH:2][CH2:3][C:4]1[CH:29]=[CH:28][C:7]([CH2:8][P+](C2C=CC=CC=2)(C2C=CC=CC=2)C2C=CC=CC=2)=[CH:6][CH:5]=1.[CH:30]([C:32]1[N:37]=[CH:36][C:35]([N:38]2[CH2:43][CH2:42][N:41]([C:44]([O:46][C:47]([CH3:50])([CH3:49])[CH3:48])=[O:45])[CH2:40][CH2:39]2)=[CH:34][CH:33]=1)=O.O1CCCC1.CC(C)([O-])C.[K+]. Product: [OH:2][CH2:3][C:4]1[CH:5]=[CH:6][C:7]([CH:8]=[CH:30][C:32]2[N:37]=[CH:36][C:35]([N:38]3[CH2:43][CH2:42][N:41]([C:44]([O:46][C:47]([CH3:50])([CH3:49])[CH3:48])=[O:45])[CH2:40][CH2:39]3)=[CH:34][CH:33]=2)=[CH:28][CH:29]=1. The catalyst class is: 6. (2) Product: [CH3:39][O:38][C:35]1[CH:36]=[C:37]2[C:32]([C:31]([CH3:40])=[CH:30][C:29](=[O:41])[N:28]2[CH2:27][CH2:26][N:23]2[CH2:22][CH2:21][CH:20]([NH:10][CH2:11][CH2:12][CH2:13][C:14]3[CH:15]=[CH:16][CH:17]=[CH:18][CH:19]=3)[CH2:25][CH2:24]2)=[CH:33][CH:34]=1. The catalyst class is: 69. Reactant: ClCCl.C(OC(=O)[N:10]([CH:20]1[CH2:25][CH2:24][N:23]([CH2:26][CH2:27][N:28]2[C:37]3[C:32](=[CH:33][CH:34]=[C:35]([O:38][CH3:39])[CH:36]=3)[C:31]([CH3:40])=[CH:30][C:29]2=[O:41])[CH2:22][CH2:21]1)[CH2:11][CH2:12][CH2:13][C:14]1[CH:19]=[CH:18][CH:17]=[CH:16][CH:15]=1)(C)(C)C.FC(F)(F)C(O)=O.[OH-].[Na+]. (3) Reactant: [OH-].[Na+].[CH3:3][C:4]1[N:9]=[CH:8][C:7]([C:10]([O:12]CC)=[O:11])=[CH:6][N:5]=1. Product: [CH3:3][C:4]1[N:9]=[CH:8][C:7]([C:10]([OH:12])=[O:11])=[CH:6][N:5]=1. The catalyst class is: 8. (4) Reactant: [CH3:1][O:2][C:3]([NH:5][C@H:6]([C:20]([NH:22][CH2:23][CH2:24][C:25]([F:47])([F:46])[CH2:26][C@@H:27]([C:41]([O:43][CH2:44][CH3:45])=[O:42])[NH:28][S:29]([C:32]1[CH:37]=[CH:36][C:35]([N+:38]([O-:40])=[O:39])=[CH:34][CH:33]=1)(=[O:31])=[O:30])=[O:21])[CH:7]([C:14]1[CH:19]=[CH:18][CH:17]=[CH:16][CH:15]=1)[C:8]1[CH:13]=[CH:12][CH:11]=[CH:10][CH:9]=1)=[O:4].[CH3:48][CH:49](O)[CH3:50].C1C=CC(P(C2C=CC=CC=2)C2C=CC=CC=2)=CC=1.N(C(OC(C)C)=O)=NC(OC(C)C)=O. Product: [CH3:1][O:2][C:3]([NH:5][C@H:6]([C:20]([NH:22][CH2:23][CH2:24][C:25]([F:47])([F:46])[CH2:26][C@@H:27]([C:41]([O:43][CH2:44][CH3:45])=[O:42])[N:28]([S:29]([C:32]1[CH:37]=[CH:36][C:35]([N+:38]([O-:40])=[O:39])=[CH:34][CH:33]=1)(=[O:30])=[O:31])[CH:49]([CH3:50])[CH3:48])=[O:21])[CH:7]([C:14]1[CH:19]=[CH:18][CH:17]=[CH:16][CH:15]=1)[C:8]1[CH:9]=[CH:10][CH:11]=[CH:12][CH:13]=1)=[O:4]. The catalyst class is: 1. (5) Reactant: [C:1]([O:5][C:6]([N:8]1[CH2:13][CH2:12][CH:11]([CH:14]([C:16]([O:18]C)=[O:17])[CH3:15])[CH2:10][CH2:9]1)=[O:7])([CH3:4])([CH3:3])[CH3:2].[Li+].[OH-]. Product: [C:1]([O:5][C:6]([N:8]1[CH2:13][CH2:12][CH:11]([CH:14]([C:16]([OH:18])=[O:17])[CH3:15])[CH2:10][CH2:9]1)=[O:7])([CH3:2])([CH3:3])[CH3:4]. The catalyst class is: 90.